This data is from Forward reaction prediction with 1.9M reactions from USPTO patents (1976-2016). The task is: Predict the product of the given reaction. (1) Given the reactants Br[C:2]1[CH:7]=[CH:6][C:5](/[CH:8]=[CH:9]/[C@@H:10]2[O:19][C@@H:13]3[O:14][C:15]([CH3:18])([CH3:17])[O:16][C@@H:12]3[C@@H:11]2[CH2:20][CH2:21][N:22]2[C:30](=[O:31])[C:29]3[C:24](=[CH:25][CH:26]=[CH:27][CH:28]=3)[C:23]2=[O:32])=[CH:4][CH:3]=1.[F:33][C:34]1[CH:35]=[C:36](B(O)O)[CH:37]=[CH:38][C:39]=1[CH3:40].C(=O)([O-])[O-].[K+].[K+], predict the reaction product. The product is: [F:33][C:34]1[CH:35]=[C:36]([C:2]2[CH:3]=[CH:4][C:5](/[CH:8]=[CH:9]/[C@@H:10]3[O:19][C@@H:13]4[O:14][C:15]([CH3:17])([CH3:18])[O:16][C@@H:12]4[C@@H:11]3[CH2:20][CH2:21][N:22]3[C:30](=[O:31])[C:29]4[C:24](=[CH:25][CH:26]=[CH:27][CH:28]=4)[C:23]3=[O:32])=[CH:6][CH:7]=2)[CH:37]=[CH:38][C:39]=1[CH3:40]. (2) Given the reactants [CH3:1][CH:2]([CH3:8])[CH2:3][CH2:4][C:5]([OH:7])=O.Cl.C(N=C=NCCCN(C)C)C.C(N(CC)CC)C.Cl.[S:29]1[CH:33]=[CH:32][CH:31]=[C:30]1[C:34]1[N:38]=[C:37]([CH:39]2[CH2:44][CH2:43][NH2+:42][CH2:41][CH2:40]2)[O:36][N:35]=1, predict the reaction product. The product is: [CH3:8][CH:2]([CH3:1])[CH2:3][CH2:4][C:5]([N:42]1[CH2:43][CH2:44][CH:39]([C:37]2[O:36][N:35]=[C:34]([C:30]3[S:29][CH:33]=[CH:32][CH:31]=3)[N:38]=2)[CH2:40][CH2:41]1)=[O:7].